Regression. Given a peptide amino acid sequence and an MHC pseudo amino acid sequence, predict their binding affinity value. This is MHC class II binding data. From a dataset of Peptide-MHC class II binding affinity with 134,281 pairs from IEDB. The peptide sequence is KYGGTEIKYNGEEYL. The MHC is DRB1_1501 with pseudo-sequence DRB1_1501. The binding affinity (normalized) is 0.